From a dataset of Reaction yield outcomes from USPTO patents with 853,638 reactions. Predict the reaction yield, written as a fraction of the theoretical maximum amount of product (1.0 means a 100% yield; for example, 0.34 means a 34% yield). The reactants are [CH3:1][S:2][C:3]1[CH:8]=[CH:7][C:6]([N:9]([CH2:14][C:15]([O:17]C(C)(C)C)=[O:16])[S:10]([CH3:13])(=[O:12])=[O:11])=[CH:5][CH:4]=1. The catalyst is Cl.O1CCOCC1.O. The product is [CH3:1][S:2][C:3]1[CH:8]=[CH:7][C:6]([N:9]([CH2:14][C:15]([OH:17])=[O:16])[S:10]([CH3:13])(=[O:12])=[O:11])=[CH:5][CH:4]=1. The yield is 0.820.